This data is from Catalyst prediction with 721,799 reactions and 888 catalyst types from USPTO. The task is: Predict which catalyst facilitates the given reaction. Reactant: CC1(C)C2C(=C(P(C3C=CC=CC=3)C3C=CC=CC=3)C=CC=2)OC2C(P(C3C=CC=CC=3)C3C=CC=CC=3)=CC=CC1=2.I[C:44]1[C:45]([O:59][CH3:60])=[CH:46][C:47]([N:50]([CH3:58])[C:51](=[O:57])[O:52][C:53]([CH3:56])([CH3:55])[CH3:54])=[N:48][CH:49]=1.[C:61]1([C:67]([C:69]2[CH:74]=[CH:73][CH:72]=[CH:71][CH:70]=2)=[NH:68])[CH:66]=[CH:65][CH:64]=[CH:63][CH:62]=1.C([O-])([O-])=O.[Cs+].[Cs+]. Product: [C:61]1([C:67](=[N:68][C:44]2[C:45]([O:59][CH3:60])=[CH:46][C:47]([N:50]([CH3:58])[C:51](=[O:57])[O:52][C:53]([CH3:56])([CH3:55])[CH3:54])=[N:48][CH:49]=2)[C:69]2[CH:70]=[CH:71][CH:72]=[CH:73][CH:74]=2)[CH:66]=[CH:65][CH:64]=[CH:63][CH:62]=1. The catalyst class is: 62.